This data is from Reaction yield outcomes from USPTO patents with 853,638 reactions. The task is: Predict the reaction yield, written as a fraction of the theoretical maximum amount of product (1.0 means a 100% yield; for example, 0.34 means a 34% yield). (1) The reactants are [CH2:1]([O:8][C:9](=[O:22])[N:10]([CH3:21])[CH2:11][C@H:12]1[CH2:17][CH2:16][C@H:15]([CH2:18][CH:19]=[O:20])[CH2:14][CH2:13]1)[C:2]1[CH:7]=[CH:6][CH:5]=[CH:4][CH:3]=1.[BH4-].[Na+].Cl.C(=O)(O)[O-].[Na+]. The yield is 0.830. The catalyst is CO. The product is [CH2:1]([O:8][C:9](=[O:22])[N:10]([CH2:11][C@H:12]1[CH2:13][CH2:14][C@H:15]([CH2:18][CH2:19][OH:20])[CH2:16][CH2:17]1)[CH3:21])[C:2]1[CH:7]=[CH:6][CH:5]=[CH:4][CH:3]=1. (2) The yield is 0.800. The product is [Cl:27][C:22]1[CH:23]=[C:24]([O:4][CH:3]([C:5]2[CH:6]=[CH:7][C:8]([C:11]3[CH:12]=[CH:13][N:14]=[CH:15][CH:16]=3)=[CH:9][CH:10]=2)[C:2]([F:1])([F:17])[F:18])[N:25]=[C:20]([NH2:19])[N:21]=1. The catalyst is O1CCOCC1. The reactants are [F:1][C:2]([F:18])([F:17])[CH:3]([C:5]1[CH:10]=[CH:9][C:8]([C:11]2[CH:16]=[CH:15][N:14]=[CH:13][CH:12]=2)=[CH:7][CH:6]=1)[OH:4].[NH2:19][C:20]1[N:25]=[C:24](Cl)[CH:23]=[C:22]([Cl:27])[N:21]=1.C(=O)([O-])[O-].[Cs+].[Cs+].C(OCC)(=O)C.